Task: Predict the reactants needed to synthesize the given product.. Dataset: Retrosynthesis with 50K atom-mapped reactions and 10 reaction types from USPTO (1) Given the product Nc1nc(F)c(OC(F)F)c(Cl)n1, predict the reactants needed to synthesize it. The reactants are: Fc1nc(F)c(OC(F)F)c(Cl)n1.N. (2) The reactants are: NCCc1coc(-c2ccc(Cl)cc2)n1.O=C(O)c1cncc(-c2noc(C(F)(F)F)n2)c1. Given the product O=C(NCCc1coc(-c2ccc(Cl)cc2)n1)c1cncc(-c2noc(C(F)(F)F)n2)c1, predict the reactants needed to synthesize it. (3) The reactants are: CC(C)(C)OC(=O)N[C@@H](Cc1ccccc1)C(=O)O.O=C(OCc1ccccc1)[C@@H]1CCCN1. Given the product CC(C)(C)OC(=O)N[C@@H](Cc1ccccc1)C(=O)N1CCC[C@H]1C(=O)OCc1ccccc1, predict the reactants needed to synthesize it. (4) Given the product Brc1cncc(OC2CCOCC2)c1, predict the reactants needed to synthesize it. The reactants are: OC1CCOCC1.Oc1cncc(Br)c1. (5) Given the product Clc1cc(Nc2ncnc3[nH]nc(OCCCN4CCCC4)c23)ccc1OCc1ccccn1, predict the reactants needed to synthesize it. The reactants are: C1CCNC1.ClCCCOc1n[nH]c2ncnc(Nc3ccc(OCc4ccccn4)c(Cl)c3)c12. (6) Given the product CCCCOC(=O)c1sc2ccc(O)cc2c1OC(=O)C(C)(C)C, predict the reactants needed to synthesize it. The reactants are: CCCCOC(=O)c1sc2ccc(OCOC)cc2c1OC(=O)C(C)(C)C. (7) Given the product O=S(=O)(Nc1ccc2[nH]ncc2c1)c1ccc(Cl)c(Cl)c1, predict the reactants needed to synthesize it. The reactants are: Nc1ccc2[nH]ncc2c1.O=S(=O)(Cl)c1ccc(Cl)c(Cl)c1.